This data is from Reaction yield outcomes from USPTO patents with 853,638 reactions. The task is: Predict the reaction yield, written as a fraction of the theoretical maximum amount of product (1.0 means a 100% yield; for example, 0.34 means a 34% yield). (1) The reactants are [P:1]([OH:29])([OH:28])([O:3][C:4]1[CH:9]=[CH:8][C:7]([Cl:10])=[CH:6][C:5]=1[C:11](=[O:27])[NH:12][C:13]1[CH:18]=[C:17]([C:19]([F:22])([F:21])[F:20])[CH:16]=[C:15]([C:23]([F:26])([F:25])[F:24])[CH:14]=1)=[O:2].[N:30]([CH2:37][CH2:38][OH:39])([CH2:34][CH2:35][OH:36])[CH2:31][CH2:32][OH:33]. The catalyst is CO. The product is [N:30]([CH2:37][CH2:38][OH:39])([CH2:34][CH2:35][OH:36])[CH2:31][CH2:32][OH:33].[N:30]([CH2:37][CH2:38][OH:39])([CH2:34][CH2:35][OH:36])[CH2:31][CH2:32][OH:33].[P:1]([OH:29])([OH:28])([O:3][C:4]1[CH:9]=[CH:8][C:7]([Cl:10])=[CH:6][C:5]=1[C:11](=[O:27])[NH:12][C:13]1[CH:18]=[C:17]([C:19]([F:20])([F:21])[F:22])[CH:16]=[C:15]([C:23]([F:24])([F:25])[F:26])[CH:14]=1)=[O:2]. The yield is 1.00. (2) The reactants are [F:1][C:2]1[CH:8]=[CH:7][C:5]([NH2:6])=[CH:4][C:3]=1[O:9]C.B(Cl)(Cl)Cl. The catalyst is C(Cl)Cl.[I-].C([N+](CCCC)(CCCC)CCCC)CCC. The product is [F:1][C:2]1[CH:8]=[CH:7][C:5]([NH2:6])=[CH:4][C:3]=1[OH:9]. The yield is 0.878. (3) The reactants are [Si:1]([O:18][CH2:19][CH2:20][CH2:21][C:22]1[CH:33]=[CH:32][C:25]([O:26][C:27]([CH3:31])([CH3:30])[CH2:28][OH:29])=[CH:24][CH:23]=1)([C:14]([CH3:17])([CH3:16])[CH3:15])([C:8]1[CH:13]=[CH:12][CH:11]=[CH:10][CH:9]=1)[C:2]1[CH:7]=[CH:6][CH:5]=[CH:4][CH:3]=1.CC(OI1(OC(C)=O)(OC(C)=O)OC(=O)C2C1=CC=CC=2)=O. The catalyst is ClCCl.C(OCC)(=O)C. The product is [Si:1]([O:18][CH2:19][CH2:20][CH2:21][C:22]1[CH:33]=[CH:32][C:25]([O:26][C:27]([CH3:31])([CH3:30])[CH:28]=[O:29])=[CH:24][CH:23]=1)([C:14]([CH3:17])([CH3:16])[CH3:15])([C:2]1[CH:7]=[CH:6][CH:5]=[CH:4][CH:3]=1)[C:8]1[CH:9]=[CH:10][CH:11]=[CH:12][CH:13]=1. The yield is 0.630. (4) The reactants are FC(F)(F)S(O[C:7]1[CH:12]=[CH:11][C:10]([C:13]2[N:14]=[CH:15][S:16][CH:17]=2)=[C:9]([CH3:18])[CH:8]=1)(=O)=O.C([Sn](CCCC)(CCCC)[C:26]([O:28]CC)=[CH2:27])CCC.[Cl-].[Li+]. The catalyst is O1CCOCC1.C(OCC)(=O)C.[Pd].C1(P(C2C=CC=CC=2)C2C=CC=CC=2)C=CC=CC=1.C1(P(C2C=CC=CC=2)C2C=CC=CC=2)C=CC=CC=1.C1(P(C2C=CC=CC=2)C2C=CC=CC=2)C=CC=CC=1.C1(P(C2C=CC=CC=2)C2C=CC=CC=2)C=CC=CC=1. The product is [CH3:18][C:9]1[CH:8]=[C:7]([C:26](=[O:28])[CH3:27])[CH:12]=[CH:11][C:10]=1[C:13]1[N:14]=[CH:15][S:16][CH:17]=1. The yield is 0.410. (5) The product is [Cl:21][C:22]1[S:26][C:25]([S:27]([NH:8][C@H:9]([CH2:10][OH:11])[CH:12]([C:13]([F:14])([F:15])[F:16])[C:17]([F:18])([F:19])[F:20])(=[O:29])=[O:28])=[CH:24][CH:23]=1. The reactants are CN1CCOCC1.[NH2:8][C@@H:9]([CH:12]([C:17]([F:20])([F:19])[F:18])[C:13]([F:16])([F:15])[F:14])[CH2:10][OH:11].[Cl:21][C:22]1[S:26][C:25]([S:27](Cl)(=[O:29])=[O:28])=[CH:24][CH:23]=1.O. The catalyst is C(OC(C)C)(=O)C.CCCCCCC. The yield is 0.670.